From a dataset of Catalyst prediction with 721,799 reactions and 888 catalyst types from USPTO. Predict which catalyst facilitates the given reaction. Reactant: [C:1]([C:4]1[CH:9]=[CH:8][C:7]([C:10]2[N:11]([C:20]3[CH:25]=[CH:24][C:23]([Cl:26])=[CH:22][C:21]=3[O:27][CH3:28])[CH:12]=[CH:13][C:14]=2[C:15](OCC)=[O:16])=[C:6]([CH3:29])[CH:5]=1)(=[O:3])[NH2:2].CC(C[AlH]CC(C)C)C.CCOC(C)=O.CO. Product: [Cl:26][C:23]1[CH:24]=[CH:25][C:20]([N:11]2[CH:12]=[CH:13][C:14]([CH2:15][OH:16])=[C:10]2[C:7]2[CH:8]=[CH:9][C:4]([C:1]([NH2:2])=[O:3])=[CH:5][C:6]=2[CH3:29])=[C:21]([O:27][CH3:28])[CH:22]=1. The catalyst class is: 11.